Predict which catalyst facilitates the given reaction. From a dataset of Catalyst prediction with 721,799 reactions and 888 catalyst types from USPTO. Reactant: [C:1]([N:5]1[C:9]([CH3:10])=[C:8]([C:11]([O:13]C)=[O:12])[CH:7]=[N:6]1)([CH3:4])([CH3:3])[CH3:2].[OH-].[Na+]. Product: [C:1]([N:5]1[C:9]([CH3:10])=[C:8]([C:11]([OH:13])=[O:12])[CH:7]=[N:6]1)([CH3:4])([CH3:2])[CH3:3]. The catalyst class is: 5.